From a dataset of Catalyst prediction with 721,799 reactions and 888 catalyst types from USPTO. Predict which catalyst facilitates the given reaction. (1) Reactant: [CH:1]([C:3]1[CH:23]=[C:22]([C:24]2[C:33]3[C:28](=[CH:29][C:30]([O:34][CH3:35])=[CH:31][CH:32]=3)[O:27][C:26](=[O:36])[CH:25]=2)[CH:21]=[CH:20][C:4]=1[O:5][C:6]1[CH:7]=[C:8]([C@@:12]2([CH3:19])[O:16][C:15](=[O:17])[NH:14][C:13]2=[O:18])[CH:9]=[CH:10][CH:11]=1)=O.F[C:38]1C=CC(C2C3C(=CC(OC)=CC=3)OC(=O)C=2)=C[C:39]=1C=O.C([O-])([O-])=O.[Cs+].[Cs+].O. Product: [CH3:35][O:34][C:30]1[CH:29]=[C:28]2[C:33]([C:24]([C:22]3[CH:21]=[CH:20][C:4]([O:5][C:6]4[CH:7]=[C:8]([C@@:12]5([CH3:19])[O:16][C:15](=[O:17])[NH:14][C:13]5=[O:18])[CH:9]=[CH:10][CH:11]=4)=[C:3]([CH2:1][CH2:38][CH3:39])[CH:23]=3)=[CH:25][C:26](=[O:36])[O:27]2)=[CH:32][CH:31]=1. The catalyst class is: 3. (2) Reactant: O[CH:2]([C:4]1[CH:5]=[C:6]([C:22]([NH:24][CH2:25][C:26]2[CH:31]=[CH:30][C:29]([S:32]([CH3:35])(=[O:34])=[O:33])=[CH:28][CH:27]=2)=[O:23])[C:7](=[O:21])[N:8]([C:11]2[CH:16]=[CH:15][CH:14]=[C:13]([C:17]([F:20])([F:19])[F:18])[CH:12]=2)[C:9]=1[CH3:10])[CH3:3].S(Cl)(Cl)=O.[NH:40]1[CH2:45][CH2:44][O:43][CH2:42][CH2:41]1. Product: [CH3:10][C:9]1[N:8]([C:11]2[CH:16]=[CH:15][CH:14]=[C:13]([C:17]([F:20])([F:18])[F:19])[CH:12]=2)[C:7](=[O:21])[C:6]([C:22]([NH:24][CH2:25][C:26]2[CH:27]=[CH:28][C:29]([S:32]([CH3:35])(=[O:34])=[O:33])=[CH:30][CH:31]=2)=[O:23])=[CH:5][C:4]=1[CH:2]([N:40]1[CH2:45][CH2:44][O:43][CH2:42][CH2:41]1)[CH3:3]. The catalyst class is: 34. (3) Reactant: [F:1][C:2]1[CH:26]=[CH:25][C:5]([CH2:6][N:7]2[C:11]3=[CH:12][N:13]=[C:14]([C:21]([O:23]C)=O)[C:15]([CH2:16][CH2:17][CH2:18][NH:19][OH:20])=[C:10]3[CH:9]=[CH:8]2)=[CH:4][CH:3]=1.O(C)[Li]. Product: [F:1][C:2]1[CH:26]=[CH:25][C:5]([CH2:6][N:7]2[C:11]3=[CH:12][N:13]=[C:14]4[C:15]([CH2:16][CH2:17][CH2:18][N:19]([OH:20])[C:21]4=[O:23])=[C:10]3[CH:9]=[CH:8]2)=[CH:4][CH:3]=1. The catalyst class is: 5. (4) Reactant: [Cl:1][C:2]1[CH:7]=[CH:6][N:5]=[C:4]([CH2:8][OH:9])[CH:3]=1.[Br:10][C:11]1[CH:12]=[C:13]([C:18](=[O:20])[CH3:19])[CH:14]=[CH:15][C:16]=1O.C1(P(C2C=CC=CC=2)C2C=CC=CC=2)C=CC=CC=1.CCOC(/N=N/C(OCC)=O)=O. Product: [Br:10][C:11]1[CH:12]=[C:13]([C:18](=[O:20])[CH3:19])[CH:14]=[CH:15][C:16]=1[O:9][CH2:8][C:4]1[CH:3]=[C:2]([Cl:1])[CH:7]=[CH:6][N:5]=1. The catalyst class is: 1.